Dataset: Peptide-MHC class II binding affinity with 134,281 pairs from IEDB. Task: Regression. Given a peptide amino acid sequence and an MHC pseudo amino acid sequence, predict their binding affinity value. This is MHC class II binding data. The peptide sequence is SGRLKFLDVCVALDM. The MHC is DRB1_0101 with pseudo-sequence DRB1_0101. The binding affinity (normalized) is 1.00.